Task: Predict the reactants needed to synthesize the given product.. Dataset: Full USPTO retrosynthesis dataset with 1.9M reactions from patents (1976-2016) (1) Given the product [CH2:16]([O:15][C:13](=[O:14])[C:12]([CH2:18][O:3][CH:4]1[CH2:9][CH2:8][O:7][CH2:6][CH2:5]1)=[CH2:11])[CH3:17], predict the reactants needed to synthesize it. The reactants are: [H-].[Na+].[OH:3][CH:4]1[CH2:9][CH2:8][O:7][CH2:6][CH2:5]1.Br[CH2:11][C:12](=[CH2:18])[C:13]([O:15][CH2:16][CH3:17])=[O:14]. (2) Given the product [C:1]([C:3]1[CH:4]=[C:5]([CH:9]2[C:13]3[NH:14][C:15]([C:17]([OH:19])=[O:18])=[CH:16][C:12]=3[CH2:11][CH2:10]2)[CH:6]=[CH:7][CH:8]=1)#[N:2], predict the reactants needed to synthesize it. The reactants are: [C:1]([C:3]1[CH:4]=[C:5]([CH:9]2[C:13]3[NH:14][C:15]([C:17]([O:19]C)=[O:18])=[CH:16][C:12]=3[CH2:11][CH2:10]2)[CH:6]=[CH:7][CH:8]=1)#[N:2].[OH-].[Li+].CO. (3) Given the product [CH3:31][C:32]([CH3:38])([CH3:37])[CH2:33][C:34]([NH:1][C:2]1[CH:3]=[C:4]2[C:8](=[CH:9][CH:10]=1)[N:7]([CH2:11][C:12]1[CH:17]=[CH:16][CH:15]=[CH:14][C:13]=1[F:18])[C:6]([C:19]([O:21][CH2:22][CH3:23])=[O:20])=[CH:5]2)=[O:35], predict the reactants needed to synthesize it. The reactants are: [NH2:1][C:2]1[CH:3]=[C:4]2[C:8](=[CH:9][CH:10]=1)[N:7]([CH2:11][C:12]1[CH:17]=[CH:16][CH:15]=[CH:14][C:13]=1[F:18])[C:6]([C:19]([O:21][CH2:22][CH3:23])=[O:20])=[CH:5]2.C(N(CC)CC)C.[CH3:31][C:32]([CH3:38])([CH3:37])[CH2:33][C:34](Cl)=[O:35].O. (4) Given the product [CH2:9]([CH2:31][NH:8][C:9]1([C:12]2[CH:13]=[CH:14][C:15]([C:18]#[C:19][C:20]3[CH:21]=[CH:22][C:23]([C:24]([OH:26])=[O:25])=[CH:29][CH:30]=3)=[CH:16][CH:17]=2)[CH2:11][CH2:10]1)[C:12]1[CH:17]=[CH:16][CH:15]=[CH:14][CH:13]=1, predict the reactants needed to synthesize it. The reactants are: C([N:8]([CH3:31])[C:9]1([C:12]2[CH:17]=[CH:16][C:15]([C:18]#[C:19][C:20]3[CH:30]=[CH:29][C:23]([C:24]([O:26]CC)=[O:25])=[CH:22][CH:21]=3)=[CH:14][CH:13]=2)[CH2:11][CH2:10]1)C1C=CC=CC=1.[OH-].[Na+]. (5) Given the product [O:1]1[C:5]2[CH:6]=[CH:7][CH:8]=[CH:9][C:4]=2[N:3]=[C:2]1[C:10]1[CH:15]=[CH:14][C:13]([C:16]2[N:21]=[CH:20][C:19]([N:27]([CH3:26])[CH3:29])=[CH:18][CH:17]=2)=[C:12]([O:23][CH3:24])[CH:11]=1, predict the reactants needed to synthesize it. The reactants are: [O:1]1[C:5]2[CH:6]=[CH:7][CH:8]=[CH:9][C:4]=2[N:3]=[C:2]1[C:10]1[CH:15]=[CH:14][C:13]([C:16]2[N:21]=[CH:20][C:19](N)=[CH:18][CH:17]=2)=[C:12]([O:23][CH3:24])[CH:11]=1.[BH3-][C:26]#[N:27].[Na+].[CH2:29]=O. (6) Given the product [F:42][C:27]([F:26])([F:41])[C:28]([N:30]1[CH2:35][C:34]2([CH2:40][CH2:39][N:38]([CH2:2][C:3]3[CH:8]=[CH:7][CH:6]=[C:5]([CH2:9][CH2:10][OH:11])[CH:4]=3)[CH2:37][CH2:36]2)[O:33][CH2:32][CH2:31]1)=[O:29], predict the reactants needed to synthesize it. The reactants are: Br[CH2:2][C:3]1[CH:4]=[C:5]([CH2:9][CH2:10][OH:11])[CH:6]=[CH:7][CH:8]=1.C(N(CC)CC)C.FC(F)(F)C(O)=O.[F:26][C:27]([F:42])([F:41])[C:28]([N:30]1[CH2:35][C:34]2([CH2:40][CH2:39][NH:38][CH2:37][CH2:36]2)[O:33][CH2:32][CH2:31]1)=[O:29]. (7) Given the product [Cl:8][C:6]1[CH:5]=[CH:4][C:3]([O:9][CH2:10][C:11]([F:14])([F:13])[F:12])=[C:2]([B:20]2[O:24][C:23]([CH3:26])([CH3:25])[C:22]([CH3:28])([CH3:27])[O:21]2)[CH:7]=1, predict the reactants needed to synthesize it. The reactants are: Br[C:2]1[CH:7]=[C:6]([Cl:8])[CH:5]=[CH:4][C:3]=1[O:9][CH2:10][C:11]([F:14])([F:13])[F:12].C([O-])(=O)C.[K+].[B:20]1([B:20]2[O:24][C:23]([CH3:26])([CH3:25])[C:22]([CH3:28])([CH3:27])[O:21]2)[O:24][C:23]([CH3:26])([CH3:25])[C:22]([CH3:28])([CH3:27])[O:21]1. (8) The reactants are: Br[C:2]1[CH:3]=[C:4]2[C:9](=[CH:10][CH:11]=1)[CH2:8][NH:7][CH2:6][CH2:5]2.B(O)O. Given the product [N:7]1[CH:8]=[CH:9][C:4]([C:2]2[CH:3]=[C:4]3[C:9](=[CH:10][CH:11]=2)[CH2:8][NH:7][CH2:6][CH2:5]3)=[CH:5][CH:6]=1, predict the reactants needed to synthesize it. (9) Given the product [Cl:16][C:13]1[CH:12]=[CH:11][C:10]([C:7]2([CH2:6][CH2:5][C@H:2]3[CH2:3][O:4][C:18]([NH2:17])=[N:1]3)[CH2:9][CH2:8]2)=[CH:15][CH:14]=1, predict the reactants needed to synthesize it. The reactants are: [NH2:1][C@@H:2]([CH2:5][CH2:6][C:7]1([C:10]2[CH:15]=[CH:14][C:13]([Cl:16])=[CH:12][CH:11]=2)[CH2:9][CH2:8]1)[CH2:3][OH:4].[N:17]#[C:18]Br. (10) The reactants are: [Br:1][C:2]1[CH:8]=[CH:7][C:5]([NH2:6])=[C:4]([CH3:9])[C:3]=1[Cl:10].[N:11]([O-])=O.[Na+]. Given the product [Br:1][C:2]1[C:3]([Cl:10])=[C:4]2[C:5](=[CH:7][CH:8]=1)[NH:6][N:11]=[CH:9]2, predict the reactants needed to synthesize it.